Dataset: TCR-epitope binding with 47,182 pairs between 192 epitopes and 23,139 TCRs. Task: Binary Classification. Given a T-cell receptor sequence (or CDR3 region) and an epitope sequence, predict whether binding occurs between them. (1) The epitope is KLGGALQAK. The TCR CDR3 sequence is CASSLGTGVTDTQYF. Result: 0 (the TCR does not bind to the epitope). (2) The epitope is YFPLQSYGF. The TCR CDR3 sequence is CASSLAYGSGVKDEQFF. Result: 1 (the TCR binds to the epitope). (3) The epitope is FLKEKGGL. The TCR CDR3 sequence is CSAHLYRAYGYTF. Result: 1 (the TCR binds to the epitope).